Dataset: Reaction yield outcomes from USPTO patents with 853,638 reactions. Task: Predict the reaction yield, written as a fraction of the theoretical maximum amount of product (1.0 means a 100% yield; for example, 0.34 means a 34% yield). (1) The reactants are C([O:3][C:4]([C:6]1[C:10]([CH3:11])=[C:9]([CH:12]=[O:13])[NH:8][C:7]=1[CH3:14])=[O:5])C.[OH-].[K+].O. The catalyst is CO. The product is [CH:12]([C:9]1[NH:8][C:7]([CH3:14])=[C:6]([C:4]([OH:5])=[O:3])[C:10]=1[CH3:11])=[O:13]. The yield is 0.935. (2) The reactants are C(OC(=O)[N:6]([C:31]([CH3:34])([CH3:33])[CH3:32])[CH2:7][C:8]1[CH:13]=[CH:12][CH:11]=[C:10]([C:14]2[CH:19]=[CH:18][N:17]=[C:16]([NH:20][CH2:21][CH2:22][C:23]3[CH:28]=[CH:27][C:26]([OH:29])=[C:25]([Cl:30])[CH:24]=3)[N:15]=2)[CH:9]=1)C=C.C(N(C(C)C)CC)(C)C. The catalyst is C(Cl)Cl.C1C=CC([P]([Pd]([P](C2C=CC=CC=2)(C2C=CC=CC=2)C2C=CC=CC=2)([P](C2C=CC=CC=2)(C2C=CC=CC=2)C2C=CC=CC=2)[P](C2C=CC=CC=2)(C2C=CC=CC=2)C2C=CC=CC=2)(C2C=CC=CC=2)C2C=CC=CC=2)=CC=1. The product is [C:31]([NH:6][CH2:7][C:8]1[CH:9]=[C:10]([C:14]2[CH:19]=[CH:18][N:17]=[C:16]([NH:20][CH2:21][CH2:22][C:23]3[CH:28]=[CH:27][C:26]([OH:29])=[C:25]([Cl:30])[CH:24]=3)[N:15]=2)[CH:11]=[CH:12][CH:13]=1)([CH3:34])([CH3:32])[CH3:33]. The yield is 0.860. (3) The reactants are [Cl:1][C:2]1[CH:7]=[CH:6][C:5]([C:8]2([C:11]([OH:13])=O)[CH2:10][CH2:9]2)=[CH:4][CH:3]=1.[K+].[CH3:15][O:16][C:17](=[O:22])[CH2:18]C([O-])=O. No catalyst specified. The product is [Cl:1][C:2]1[CH:3]=[CH:4][C:5]([C:8]2([C:11](=[O:13])[CH2:18][C:17]([O:16][CH3:15])=[O:22])[CH2:9][CH2:10]2)=[CH:6][CH:7]=1. The yield is 0.780. (4) The reactants are S([O-])([O-])(=O)=O.[Na+].[Na+].[NH2:8][C:9]1[CH:17]=[CH:16][C:12]2[N:13]=[CH:14][S:15][C:11]=2[CH:10]=1.[O:18]=[CH:19][C:20](Cl)(Cl)Cl.Cl.[OH:25][NH2:26]. The catalyst is Cl.C(O)C.O. The product is [S:15]1[C:11]2[CH:10]=[C:9]([NH:8][C:19](=[O:18])[CH:20]=[N:26][OH:25])[CH:17]=[CH:16][C:12]=2[N:13]=[CH:14]1. The yield is 0.940. (5) The reactants are [NH2:1][C:2]1[CH:10]=[C:9]([F:11])[CH:8]=[CH:7][C:3]=1[C:4]([OH:6])=[O:5].C(=O)(O)[O-].[Na+].[C:17]([C:21]1[CH:26]=[CH:25][C:24]([S:27](Cl)(=[O:29])=[O:28])=[CH:23][CH:22]=1)([CH3:20])([CH3:19])[CH3:18].NC1C=CC=CC=1. The catalyst is O.O1CCOCC1. The product is [C:17]([C:21]1[CH:26]=[CH:25][C:24]([S:27]([NH:1][C:2]2[CH:10]=[C:9]([F:11])[CH:8]=[CH:7][C:3]=2[C:4]([OH:6])=[O:5])(=[O:29])=[O:28])=[CH:23][CH:22]=1)([CH3:20])([CH3:18])[CH3:19]. The yield is 0.820.